This data is from Forward reaction prediction with 1.9M reactions from USPTO patents (1976-2016). The task is: Predict the product of the given reaction. (1) Given the reactants [O:1]([C:8]1[CH:18]=[CH:17][C:11]([O:12][CH2:13][CH:14]([OH:16])[CH3:15])=[CH:10][CH:9]=1)[C:2]1[CH:7]=[CH:6][CH:5]=[CH:4][CH:3]=1.Cl[C:20]1[CH:25]=[CH:24][CH:23]=[CH:22][N:21]=1, predict the reaction product. The product is: [CH3:15][CH:14]([O:16][C:20]1[CH:25]=[CH:24][CH:23]=[CH:22][N:21]=1)[CH2:13][O:12][C:11]1[CH:17]=[CH:18][C:8]([O:1][C:2]2[CH:3]=[CH:4][CH:5]=[CH:6][CH:7]=2)=[CH:9][CH:10]=1. (2) Given the reactants [F:1][C:2]1[CH:7]=[CH:6][C:5]([C:8]2[NH:9][CH:10]=[C:11]([C:19]3[CH2:20][CH2:21][N:22]4[C@H:26]([CH:27]=3)[CH2:25][C@@H:24]([C:28]3[CH:33]=[CH:32][CH:31]=[CH:30][C:29]=3[O:34]C)[CH2:23]4)[C:12]=2[C:13]2[CH:18]=[CH:17][N:16]=[CH:15][CH:14]=2)=[CH:4][CH:3]=1.FC1C=CC(C2NC=C(C3CCN4[C@H](C=3)C[C@@H](C3C=CC(OC)=CC=3)C4)C=2C2C=CN=CC=2)=CC=1, predict the reaction product. The product is: [F:1][C:2]1[CH:7]=[CH:6][C:5]([C:8]2[NH:9][CH:10]=[C:11]([C:19]3[CH2:20][CH2:21][N:22]4[C@H:26]([CH:27]=3)[CH2:25][C@@H:24]([C:28]3[CH:33]=[CH:32][CH:31]=[CH:30][C:29]=3[OH:34])[CH2:23]4)[C:12]=2[C:13]2[CH:14]=[CH:15][N:16]=[CH:17][CH:18]=2)=[CH:4][CH:3]=1. (3) Given the reactants [OH:1][C:2]1[N:6]([C:7]2[CH:12]=[C:11]([C:13]#[N:14])[CH:10]=[CH:9][N:8]=2)[N:5]=[CH:4][CH:3]=1.[CH2:15]([C:17]1[CH:22]=[CH:21][C:20]([CH2:23]O)=[CH:19][C:18]=1[F:25])[CH3:16], predict the reaction product. The product is: [CH2:15]([C:17]1[CH:22]=[CH:21][C:20]([CH2:23][O:1][C:2]2[N:6]([C:7]3[CH:12]=[C:11]([C:13]#[N:14])[CH:10]=[CH:9][N:8]=3)[N:5]=[CH:4][CH:3]=2)=[CH:19][C:18]=1[F:25])[CH3:16].